This data is from Catalyst prediction with 721,799 reactions and 888 catalyst types from USPTO. The task is: Predict which catalyst facilitates the given reaction. (1) Reactant: C[O:2][C:3](=O)[C:4]1[CH:9]=[CH:8][CH:7]=[CH:6][C:5]=1[CH2:10][C:11]#[N:12].[Li+].[BH4-]. Product: [OH:2][CH2:3][C:4]1[CH:9]=[CH:8][CH:7]=[CH:6][C:5]=1[CH2:10][C:11]#[N:12]. The catalyst class is: 1. (2) Reactant: O=[C:2]1[CH2:19][CH2:18][C:5]2([CH2:10][CH2:9][N:8]([C:11]([O:13][C:14]([CH3:17])([CH3:16])[CH3:15])=[O:12])[CH2:7][CH2:6]2)[CH2:4][CH2:3]1.[NH:20]1[CH2:23][CH2:22][CH2:21]1.C(O[BH-](OC(=O)C)OC(=O)C)(=O)C.[Na+].C(=O)([O-])O.[Na+]. Product: [N:20]1([CH:2]2[CH2:19][CH2:18][C:5]3([CH2:10][CH2:9][N:8]([C:11]([O:13][C:14]([CH3:17])([CH3:16])[CH3:15])=[O:12])[CH2:7][CH2:6]3)[CH2:4][CH2:3]2)[CH2:23][CH2:22][CH2:21]1. The catalyst class is: 26. (3) Reactant: [CH2:1]([N:8]1[C:14](=[O:15])[C:13]2[CH:16]=[CH:17][C:18](F)=[N:19][C:12]=2[O:11][CH2:10][CH2:9]1)[C:2]1[CH:7]=[CH:6][CH:5]=[CH:4][CH:3]=1.[Cl:21][C:22]1[CH:23]=[C:24]([OH:28])[CH:25]=[CH:26][CH:27]=1.C(=O)([O-])[O-].[K+].[K+].CN(C=O)C. Product: [CH2:1]([N:8]1[C:14](=[O:15])[C:13]2[CH:16]=[CH:17][C:18]([O:28][C:24]3[CH:25]=[CH:26][CH:27]=[C:22]([Cl:21])[CH:23]=3)=[N:19][C:12]=2[O:11][CH2:10][CH2:9]1)[C:2]1[CH:7]=[CH:6][CH:5]=[CH:4][CH:3]=1. The catalyst class is: 6.